This data is from Reaction yield outcomes from USPTO patents with 853,638 reactions. The task is: Predict the reaction yield, written as a fraction of the theoretical maximum amount of product (1.0 means a 100% yield; for example, 0.34 means a 34% yield). (1) The reactants are [Cl:1][C:2]1[CH:3]=[C:4]([NH:16][C:17]2[C:26]3[C:21](=[CH:22][CH:23]=[CH:24][C:25]=3[O:27][CH2:28][CH2:29][NH:30][CH2:31][CH2:32][O:33][CH3:34])[N:20]=[CH:19][N:18]=2)[CH:5]=[CH:6][C:7]=1[O:8][CH2:9][C:10]1[CH:15]=[CH:14][CH:13]=[CH:12][N:11]=1.[C:35](Cl)(=[O:37])[CH3:36]. No catalyst specified. The product is [Cl:1][C:2]1[CH:3]=[C:4]([NH:16][C:17]2[C:26]3[C:21](=[CH:22][CH:23]=[CH:24][C:25]=3[O:27][CH2:28][CH2:29][N:30]([CH2:31][CH2:32][O:33][CH3:34])[C:35](=[O:37])[CH3:36])[N:20]=[CH:19][N:18]=2)[CH:5]=[CH:6][C:7]=1[O:8][CH2:9][C:10]1[CH:15]=[CH:14][CH:13]=[CH:12][N:11]=1. The yield is 0.300. (2) The product is [I:18][C:14]1[CH:15]=[C:9]([CH2:1][CH2:2][CH2:3][CH2:4][CH2:5][CH2:6][CH2:7][CH3:8])[CH:10]=[CH:11][C:12]=1[NH2:13]. The yield is 0.860. The reactants are [CH2:1]([C:9]1[CH:15]=[CH:14][C:12]([NH2:13])=[CH:11][CH:10]=1)[CH2:2][CH2:3][CH2:4][CH2:5][CH2:6][CH2:7][CH3:8].OO.[I:18]I. The catalyst is CO. (3) The reactants are [CH2:1]([C@@H:5]1[CH2:10][CH2:9][N:8]([C:11]([O:13][CH2:14][C:15]2[CH:20]=[CH:19][CH:18]=[CH:17][CH:16]=2)=[O:12])[CH2:7][C@H:6]1[O:21][C:22](OC1C=CC([N+]([O-])=O)=CC=1)=[O:23])[CH:2]([CH3:4])[CH3:3].OC(C(F)(F)F)=O.[Cl:41][C:42]1[CH:43]=[C:44]([C@@H:48]([C@@H:57]2[CH2:62][CH2:61][CH2:60][NH:59][CH2:58]2)[O:49][CH2:50][CH2:51][NH:52][C:53](=[O:56])[O:54][CH3:55])[CH:45]=[CH:46][CH:47]=1.CCN(C(C)C)C(C)C. The catalyst is C(Cl)Cl. The product is [Cl:41][C:42]1[CH:43]=[C:44]([C@H:48]([O:49][CH2:50][CH2:51][NH:52][C:53]([O:54][CH3:55])=[O:56])[C@@H:57]2[CH2:62][CH2:61][CH2:60][N:59]([C:22]([O:21][C@H:6]3[C@H:5]([CH2:1][CH:2]([CH3:3])[CH3:4])[CH2:10][CH2:9][N:8]([C:11]([O:13][CH2:14][C:15]4[CH:16]=[CH:17][CH:18]=[CH:19][CH:20]=4)=[O:12])[CH2:7]3)=[O:23])[CH2:58]2)[CH:45]=[CH:46][CH:47]=1. The yield is 0.180. (4) The reactants are [Br:1][C:2]1[CH:3]=[C:4]([NH:13][CH:14]([CH3:16])[CH3:15])[C:5]([CH3:12])=[C:6]([CH:11]=1)[C:7]([O:9]C)=[O:8].CO.[OH-].[Na+]. The catalyst is O1CCCC1. The product is [Br:1][C:2]1[CH:3]=[C:4]([NH:13][CH:14]([CH3:16])[CH3:15])[C:5]([CH3:12])=[C:6]([CH:11]=1)[C:7]([OH:9])=[O:8]. The yield is 0.551.